Dataset: Catalyst prediction with 721,799 reactions and 888 catalyst types from USPTO. Task: Predict which catalyst facilitates the given reaction. (1) Reactant: CN(C(ON1N=N[C:11]2C=CC=N[C:10]1=2)=[N+](C)C)C.F[P-](F)(F)(F)(F)F.[C:25]([CH2:28][CH2:29][NH:30][C:31]([C:33]1[N:38]=[CH:37][C:36]([C:39]2[CH:47]=[C:46]([Cl:48])[CH:45]=[CH:44][C:40]=2[C:41]([OH:43])=O)=[CH:35][CH:34]=1)=[O:32])([OH:27])=[O:26].CCN(C(C)C)C(C)C.[Cl:58][C:59]1[CH:64]=[CH:63][C:62]([C:65]2[CH:70]=[CH:69][C:68]([NH2:71])=[CH:67][CH:66]=2)=[CH:61][CH:60]=1. Product: [Cl:48][C:46]1[CH:45]=[CH:44][C:40]([C:41](=[O:43])[NH:71][C:68]2[CH:69]=[CH:70][C:65]([C:62]3[CH:61]=[CH:60][C:59]([Cl:58])=[CH:64][CH:63]=3)=[CH:66][CH:67]=2)=[C:39]([C:36]2[CH:35]=[CH:34][C:33]([C:31]([NH:30][CH2:29][CH2:28][C:25]([O:27][CH2:10][CH3:11])=[O:26])=[O:32])=[N:38][CH:37]=2)[CH:47]=1. The catalyst class is: 329. (2) Reactant: [H-].[Na+].[C:3]([C:5]1[CH:10]=[CH:9][C:8]([N:11]([CH2:19]S(C2C=CC=CC=2)(=O)=O)[C:12](=[O:18])[O:13][C:14]([CH3:17])([CH3:16])[CH3:15])=[C:7]([S:29]([CH3:32])(=[O:31])=[O:30])[CH:6]=1)#[N:4].CC1CCCO1.[F:39][C:40]([F:56])([F:55])[C:41]1[CH:46]=[C:45]([NH:47][C:48]2[CH2:53][CH2:52][CH2:51][C:50](=[O:54])[CH:49]=2)[CH:44]=[CH:43][N:42]=1. Product: [C:3]([C:5]1[CH:10]=[CH:9][C:8]([N:11]([CH2:19][C:49]2[C:50](=[O:54])[CH2:51][CH2:52][CH2:53][C:48]=2[NH:47][C:45]2[CH:44]=[CH:43][N:42]=[C:41]([C:40]([F:39])([F:55])[F:56])[CH:46]=2)[C:12](=[O:18])[O:13][C:14]([CH3:17])([CH3:16])[CH3:15])=[C:7]([S:29]([CH3:32])(=[O:30])=[O:31])[CH:6]=1)#[N:4]. The catalyst class is: 6. (3) Reactant: [F:1][C:2]([F:9])([F:8])[C:3]1[CH:7]=[CH:6][NH:5][N:4]=1.[Cl:10][C:11]1[CH:18]=[C:17](F)[CH:16]=[CH:15][C:12]=1[C:13]#[N:14].C(=O)([O-])[O-].[K+].[K+].O. Product: [Cl:10][C:11]1[CH:18]=[C:17]([C:7]2[C:3]([C:2]([F:9])([F:8])[F:1])=[N:4][NH:5][CH:6]=2)[CH:16]=[CH:15][C:12]=1[C:13]#[N:14]. The catalyst class is: 9. (4) Reactant: [Cl:1][C:2]1[CH:3]=[CH:4][C:5]([C:10]([F:13])([F:12])[F:11])=[C:6]([CH:9]=1)[C:7]#[N:8].Cl. Product: [ClH:1].[Cl:1][C:2]1[CH:3]=[CH:4][C:5]([C:10]([F:11])([F:12])[F:13])=[C:6]([CH2:7][NH2:8])[CH:9]=1. The catalyst class is: 1. (5) Reactant: C([O:8][C:9]1[C:17]([O:18][CH3:19])=[CH:16][C:12]([C:13]([OH:15])=[O:14])=[CH:11][C:10]=1[F:20])C1C=CC=CC=1.CO. Product: [F:20][C:10]1[CH:11]=[C:12]([CH:16]=[C:17]([O:18][CH3:19])[C:9]=1[OH:8])[C:13]([OH:15])=[O:14]. The catalyst class is: 849. (6) Reactant: Cl[C:2]1[CH:7]=[C:6](Cl)[N:5]2[N:9]=[C:10]([CH3:23])[C:11]([CH2:12][C:13]3[C:22]4[C:17](=[CH:18][CH:19]=[CH:20][CH:21]=4)[CH:16]=[CH:15][CH:14]=3)=[C:4]2[N:3]=1.[OH-:24].[Na+].[NH:26]1[CH2:31][CH2:30][O:29][CH2:28][CH2:27]1.Cl. Product: [CH3:23][C:10]1[C:11]([CH2:12][C:13]2[C:22]3[C:17](=[CH:18][CH:19]=[CH:20][CH:21]=3)[CH:16]=[CH:15][CH:14]=2)=[C:4]2[N:3]=[C:2]([N:3]3[CH2:4][CH2:11][O:24][CH2:7][CH2:2]3)[CH:7]=[C:6]([N:26]3[CH2:31][CH2:30][O:29][CH2:28][CH2:27]3)[N:5]2[N:9]=1. The catalyst class is: 214. (7) Reactant: [Br:1][C:2]1[CH:8]=[CH:7][C:5]([NH2:6])=[CH:4][CH:3]=1.[N:9]([O-])=O.[Na+].C([O-])(=O)C.[Na+].[C:18]([O:24][CH2:25][CH3:26])(=[O:23])[CH2:19][C:20]([CH3:22])=[O:21]. Product: [Br:1][C:2]1[CH:8]=[CH:7][C:5]([NH:6][N:9]=[C:19]([C:20](=[O:21])[CH3:22])[C:18]([O:24][CH2:25][CH3:26])=[O:23])=[CH:4][CH:3]=1. The catalyst class is: 40. (8) Product: [I:1][C:2]1[CH:8]=[CH:7][C:5]([N:6]=[C:11]=[S:12])=[C:4]([CH3:9])[CH:3]=1. The catalyst class is: 2. Reactant: [I:1][C:2]1[CH:8]=[CH:7][C:5]([NH2:6])=[C:4]([CH3:9])[CH:3]=1.O.[C:11](Cl)(Cl)=[S:12].